This data is from Full USPTO retrosynthesis dataset with 1.9M reactions from patents (1976-2016). The task is: Predict the reactants needed to synthesize the given product. (1) The reactants are: [Cl:1][C:2]1[CH:7]=[CH:6][CH:5]=[C:4]([Cl:8])[C:3]=1[S:9][CH2:10][C:11]1[C:15]([CH2:16][O:17][C:18]2[CH:23]=[CH:22][C:21]([C:24]3[CH:25]=[C:26]4[C:31](=[CH:32][CH:33]=3)[N:30]=[C:29]([C:34]([O:36]CC)=[O:35])[CH:28]=[CH:27]4)=[CH:20][CH:19]=2)=[C:14]([CH:39]([CH3:41])[CH3:40])[O:13][N:12]=1.O1CCCC1.[OH-].[Na+].Cl. Given the product [Cl:8][C:4]1[CH:5]=[CH:6][CH:7]=[C:2]([Cl:1])[C:3]=1[S:9][CH2:10][C:11]1[C:15]([CH2:16][O:17][C:18]2[CH:19]=[CH:20][C:21]([C:24]3[CH:25]=[C:26]4[C:31](=[CH:32][CH:33]=3)[N:30]=[C:29]([C:34]([OH:36])=[O:35])[CH:28]=[CH:27]4)=[CH:22][CH:23]=2)=[C:14]([CH:39]([CH3:41])[CH3:40])[O:13][N:12]=1, predict the reactants needed to synthesize it. (2) Given the product [CH:1]1([CH2:6][CH2:7][C:8]([NH:10][C:11]2[NH:12][CH:13]=[C:14]([C:19]3[CH:20]=[CH:21][C:22]([NH2:25])=[CH:23][CH:24]=3)[C:15]=2[C:16]([NH2:18])=[O:17])=[O:9])[CH2:5][CH2:4][CH2:3][CH2:2]1, predict the reactants needed to synthesize it. The reactants are: [CH:1]1([CH2:6][CH2:7][C:8]([NH:10][C:11]2[NH:12][CH:13]=[C:14]([C:19]3[CH:24]=[CH:23][C:22]([N+:25]([O-])=O)=[CH:21][CH:20]=3)[C:15]=2[C:16]([NH2:18])=[O:17])=[O:9])[CH2:5][CH2:4][CH2:3][CH2:2]1.[H][H]. (3) Given the product [Cl:1][C:2]1[CH:3]=[CH:4][C:5]2[N:6]([CH:8]=[C:9]([NH:11][C:12](=[O:26])[C:13]3[CH:18]=[CH:17][C:16]([C:19]([CH3:24])([CH3:25])[CH2:20][CH2:21][C:22]4[NH:29][N:28]=[N:27][N:23]=4)=[CH:15][CH:14]=3)[N:10]=2)[CH:7]=1, predict the reactants needed to synthesize it. The reactants are: [Cl:1][C:2]1[CH:3]=[CH:4][C:5]2[N:6]([CH:8]=[C:9]([NH:11][C:12](=[O:26])[C:13]3[CH:18]=[CH:17][C:16]([C:19]([CH3:25])([CH3:24])[CH2:20][CH2:21][C:22]#[N:23])=[CH:15][CH:14]=3)[N:10]=2)[CH:7]=1.[N:27]([Si](C)(C)C)=[N+:28]=[N-:29].C([Sn](=O)CCCC)CCC. (4) Given the product [NH:6]1[C:7]2[C:12](=[CH:11][CH:10]=[CH:9][CH:8]=2)[C:4]([CH2:3][CH2:2][NH:1][S:20]([CH3:23])(=[O:22])=[O:21])=[CH:5]1, predict the reactants needed to synthesize it. The reactants are: [NH2:1][CH2:2][CH2:3][C:4]1[C:12]2[C:7](=[CH:8][CH:9]=[CH:10][CH:11]=2)[NH:6][CH:5]=1.CCN(CC)CC.[S:20](Cl)([CH3:23])(=[O:22])=[O:21]. (5) Given the product [CH3:2][C:1]1[S:3][C:6]([C:7]([O:9][CH2:14][CH3:15])=[O:8])=[C:10]([CH3:12])[N:4]=1, predict the reactants needed to synthesize it. The reactants are: [C:1]([NH2:4])(=[S:3])[CH3:2].Cl[CH:6]([C:10]([CH3:12])=O)[C:7]([O-:9])=[O:8].O1CC[CH2:15][CH2:14]1. (6) The reactants are: [F:1][C:2]([F:54])([F:53])[C:3]1[CH:4]=[C:5]([CH:46]=[C:47]([C:49]([F:52])([F:51])[F:50])[CH:48]=1)[CH2:6][N:7]([CH2:20][C:21]1[CH:26]=[C:25]([C:27]([F:30])([F:29])[F:28])[CH:24]=[CH:23][C:22]=1[N:31]([CH2:44][CH3:45])[C:32]([CH2:34][CH2:35][CH2:36][CH2:37][CH2:38][C:39]([O:41]CC)=[O:40])=[O:33])[C:8]1[N:13]=[CH:12][C:11]([N:14]2[CH2:19][CH2:18][O:17][CH2:16][CH2:15]2)=[CH:10][N:9]=1.[OH-].[Na+].Cl.C(OCC)(=O)C. Given the product [F:54][C:2]([F:1])([F:53])[C:3]1[CH:4]=[C:5]([CH:46]=[C:47]([C:49]([F:51])([F:50])[F:52])[CH:48]=1)[CH2:6][N:7]([CH2:20][C:21]1[CH:26]=[C:25]([C:27]([F:28])([F:29])[F:30])[CH:24]=[CH:23][C:22]=1[N:31]([CH2:44][CH3:45])[C:32]([CH2:34][CH2:35][CH2:36][CH2:37][CH2:38][C:39]([OH:41])=[O:40])=[O:33])[C:8]1[N:13]=[CH:12][C:11]([N:14]2[CH2:19][CH2:18][O:17][CH2:16][CH2:15]2)=[CH:10][N:9]=1, predict the reactants needed to synthesize it. (7) Given the product [CH3:11][S:12][C:2]1[C:7]2=[CH:8][CH:9]=[CH:10][N:6]2[N:5]=[CH:4][N:3]=1, predict the reactants needed to synthesize it. The reactants are: Cl[C:2]1[C:7]2=[CH:8][CH:9]=[CH:10][N:6]2[N:5]=[CH:4][N:3]=1.[CH3:11][S:12][Na].